From a dataset of Forward reaction prediction with 1.9M reactions from USPTO patents (1976-2016). Predict the product of the given reaction. (1) Given the reactants [F:1][C:2]1[CH:7]=[CH:6][C:5]([CH2:8][OH:9])=[CH:4][C:3]=1[C:10]([F:13])([F:12])[F:11].Cl[C:15]1[CH:25]=[C:19]2[N:20]([CH3:24])[CH2:21][CH2:22][CH2:23][N:18]2[C:17](=[O:26])[N:16]=1, predict the reaction product. The product is: [F:1][C:2]1[CH:7]=[CH:6][C:5]([CH2:8][O:9][C:15]2[CH:25]=[C:19]3[N:20]([CH3:24])[CH2:21][CH2:22][CH2:23][N:18]3[C:17](=[O:26])[N:16]=2)=[CH:4][C:3]=1[C:10]([F:11])([F:12])[F:13]. (2) The product is: [Br:20][C:21]1[CH:26]=[CH:25][C:24]([O:5][CH2:6][CH:7]2[CH2:12][CH2:11][N:10]([C:13]([O:15][C:16]([CH3:19])([CH3:18])[CH3:17])=[O:14])[CH2:9][CH2:8]2)=[CH:23][C:22]=1[F:28]. Given the reactants CS([O:5][CH2:6][CH:7]1[CH2:12][CH2:11][N:10]([C:13]([O:15][C:16]([CH3:19])([CH3:18])[CH3:17])=[O:14])[CH2:9][CH2:8]1)(=O)=O.[Br:20][C:21]1[CH:26]=[CH:25][C:24](O)=[CH:23][C:22]=1[F:28].C([O-])([O-])=O.[K+].[K+].[NH4+].[Cl-], predict the reaction product. (3) Given the reactants [C:1]1([S:7]([N:10]2[C:18]3[CH:17]=[C:16]([C:19]4[CH:20]=[C:21]5[CH:27]=[N:26][N:25]([S:28]([C:31]6[CH:36]=[CH:35][CH:34]=[CH:33][CH:32]=6)(=[O:30])=[O:29])[C:22]5=[N:23][CH:24]=4)[CH:15]=[C:14]([NH2:37])[C:13]=3[CH:12]=[N:11]2)(=[O:9])=[O:8])[CH:6]=[CH:5][CH:4]=[CH:3][CH:2]=1.N1C=CC=CC=1.[Cl:44][CH2:45][C:46]1[S:47][CH:48]=[C:49]([C:51](Cl)=[O:52])[N:50]=1, predict the reaction product. The product is: [Cl:44][CH2:45][C:46]1[S:47][CH:48]=[C:49]([C:51]([NH:37][C:14]2[CH:15]=[C:16]([C:19]3[CH:20]=[C:21]4[CH:27]=[N:26][N:25]([S:28]([C:31]5[CH:32]=[CH:33][CH:34]=[CH:35][CH:36]=5)(=[O:29])=[O:30])[C:22]4=[N:23][CH:24]=3)[CH:17]=[C:18]3[C:13]=2[CH:12]=[N:11][N:10]3[S:7]([C:1]2[CH:2]=[CH:3][CH:4]=[CH:5][CH:6]=2)(=[O:9])=[O:8])=[O:52])[N:50]=1. (4) The product is: [Br:17][C:14]1[CH:15]=[CH:16][C:11]([N:8]2[CH2:9][CH2:10][CH:6]([N:19]([CH3:20])[CH3:18])[CH2:7]2)=[N:12][CH:13]=1. Given the reactants CS(O[CH:6]1[CH2:10][CH2:9][N:8]([C:11]2[CH:16]=[CH:15][C:14]([Br:17])=[CH:13][N:12]=2)[CH2:7]1)(=O)=O.[CH3:18][NH:19][CH3:20].CCN(C(C)C)C(C)C, predict the reaction product. (5) Given the reactants Br[C:2]1[C:22]([O:23][CH3:24])=[CH:21][C:5]2[N:6]([CH3:20])[C:7](=[O:19])[CH2:8][N:9]=[C:10]([C:11]3[CH:12]=[C:13]([CH:16]=[CH:17][CH:18]=3)[C:14]#[N:15])[C:4]=2[CH:3]=1.C1(B(O)O)C=CC=CC=1.[Cl:34][C:35]1[CH:40]=[CH:39][CH:38]=[CH:37][C:36]=1B(O)O, predict the reaction product. The product is: [Cl:34][C:35]1[CH:40]=[CH:39][CH:38]=[CH:37][C:36]=1[C:2]1[C:22]([O:23][CH3:24])=[CH:21][C:5]2[N:6]([CH3:20])[C:7](=[O:19])[CH2:8][N:9]=[C:10]([C:11]3[CH:12]=[C:13]([CH:16]=[CH:17][CH:18]=3)[C:14]#[N:15])[C:4]=2[CH:3]=1. (6) Given the reactants [CH3:1][O:2][C:3](=[O:20])[C:4]1[CH:9]=[CH:8][C:7]([CH2:10][C:11]([C:13]2[CH:18]=[CH:17][C:16]([F:19])=[CH:15][CH:14]=2)=[O:12])=[CH:6][CH:5]=1.[H-].[Na+].[CH2:23](Br)[CH:24]=[CH:25][C:26]1[CH:31]=[CH:30][CH:29]=[CH:28][CH:27]=1.C([O-])(=O)C.[NH4+], predict the reaction product. The product is: [F:19][C:16]1[CH:15]=[CH:14][C:13]([C:11]([CH:10]([C:7]2[CH:6]=[CH:5][C:4]([C:3]([O:2][CH3:1])=[O:20])=[CH:9][CH:8]=2)[CH2:23]/[CH:24]=[CH:25]/[C:26]2[CH:31]=[CH:30][CH:29]=[CH:28][CH:27]=2)=[O:12])=[CH:18][CH:17]=1. (7) Given the reactants [H-].[H-].[H-].[H-].[Li+].[Al+3].[Cl:7][C:8]1[CH:9]=[C:10]2[C:14](=[CH:15][CH:16]=1)[N:13]([CH2:17][CH2:18][CH2:19][S:20]([CH3:23])(=[O:22])=[O:21])[C:12]([C:24](OCC)=[O:25])=[CH:11]2, predict the reaction product. The product is: [Cl:7][C:8]1[CH:9]=[C:10]2[C:14](=[CH:15][CH:16]=1)[N:13]([CH2:17][CH2:18][CH2:19][S:20]([CH3:23])(=[O:22])=[O:21])[C:12]([CH2:24][OH:25])=[CH:11]2. (8) Given the reactants [C:1]([O:5][C:6]([N:8]1[CH2:13][CH2:12][C:11](=[CH:14][C:15]2[CH:20]=[CH:19][C:18]([O:21][CH3:22])=[C:17]([F:23])[CH:16]=2)[CH2:10][CH2:9]1)=[O:7])([CH3:4])([CH3:3])[CH3:2].[H][H], predict the reaction product. The product is: [C:1]([O:5][C:6]([N:8]1[CH2:9][CH2:10][CH:11]([CH2:14][C:15]2[CH:20]=[CH:19][C:18]([O:21][CH3:22])=[C:17]([F:23])[CH:16]=2)[CH2:12][CH2:13]1)=[O:7])([CH3:3])([CH3:4])[CH3:2]. (9) Given the reactants [Cl:1][C:2]1[CH:7]=[C:6]([F:8])[CH:5]=[CH:4][C:3]=1[S:9]([NH:12][CH2:13][CH2:14][C@H:15]([OH:28])[CH2:16][N:17]1C(=O)C2C(=CC=CC=2)C1=O)(=[O:11])=[O:10].NN, predict the reaction product. The product is: [NH2:17][CH2:16][C@@H:15]([OH:28])[CH2:14][CH2:13][NH:12][S:9]([C:3]1[CH:4]=[CH:5][C:6]([F:8])=[CH:7][C:2]=1[Cl:1])(=[O:11])=[O:10]. (10) Given the reactants [CH3:1][C:2]1[CH:7]=[CH:6][CH:5]=[C:4]([CH3:8])[C:3]=1[NH:9][C:10]([CH:12]1[C:20]2[C:15](=[CH:16][CH:17]=[CH:18][CH:19]=2)[C:14](=[O:21])[N:13]1[CH2:22][C:23]1[CH:28]=[CH:27][CH:26]=[CH:25][C:24]=1[O:29][CH3:30])=[O:11].[CH2:31]1COCC1.O(C)S(C(F)(F)F)(=O)=O, predict the reaction product. The product is: [CH3:1][C:2]1[CH:7]=[CH:6][CH:5]=[C:4]([CH3:8])[C:3]=1[N:9]([CH3:31])[C:10]([CH:12]1[C:20]2[C:15](=[CH:16][CH:17]=[CH:18][CH:19]=2)[C:14](=[O:21])[N:13]1[CH2:22][C:23]1[CH:28]=[CH:27][CH:26]=[CH:25][C:24]=1[O:29][CH3:30])=[O:11].